The task is: Predict the product of the given reaction.. This data is from Forward reaction prediction with 1.9M reactions from USPTO patents (1976-2016). (1) The product is: [NH2:8][C@H:9]1[CH2:10][CH2:11][C@H:12]([NH:15][C:16](=[O:25])[CH2:17][N:18]2[CH2:19][CH2:20][N:21]([CH3:24])[CH2:22][CH2:23]2)[CH2:13][CH2:14]1. Given the reactants Cl.C(OC(=O)[NH:8][C@H:9]1[CH2:14][CH2:13][C@H:12]([NH:15][C:16](=[O:25])[CH2:17][N:18]2[CH2:23][CH2:22][N:21]([CH3:24])[CH2:20][CH2:19]2)[CH2:11][CH2:10]1)(C)(C)C.CCOCC, predict the reaction product. (2) Given the reactants O=S(Cl)Cl.C([N:12]1[CH2:19][C@H:18]([O:20][CH2:21][C:22]2[CH:27]=[CH:26][C:25]([Br:28])=[CH:24][CH:23]=2)[CH2:17][C@@:13]1([CH3:29])[C:14]([OH:16])=[O:15])(OC(C)(C)C)=O.[CH3:30]O, predict the reaction product. The product is: [CH3:30][O:16][C:14](=[O:15])[C@:13]1([CH3:29])[CH2:17][C@@H:18]([O:20][CH2:21][C:22]2[CH:27]=[CH:26][C:25]([Br:28])=[CH:24][CH:23]=2)[CH2:19][NH:12]1. (3) Given the reactants [N:1]([CH2:4][CH2:5][O:6][CH2:7][CH2:8][O:9][CH2:10][CH2:11][P:12](=[O:19])([O:16][CH2:17][CH3:18])[O:13][CH2:14][CH3:15])=[N+]=[N-].[H][H], predict the reaction product. The product is: [NH2:1][CH2:4][CH2:5][O:6][CH2:7][CH2:8][O:9][CH2:10][CH2:11][P:12](=[O:19])([O:13][CH2:14][CH3:15])[O:16][CH2:17][CH3:18]. (4) Given the reactants C[O:2][C:3]([C:5]1[CH:10]=[CH:9][C:8]([C:11]2[CH:16]=[C:15]([Cl:17])[C:14]([CH2:18][N:19]3[CH2:23][CH2:22][CH:21]([CH:24]4[CH2:29][CH2:28][CH2:27][CH2:26][CH2:25]4)[C:20]3=[O:30])=[C:13]([Cl:31])[CH:12]=2)=[CH:7][CH:6]=1)=[O:4].[OH-].[Na+], predict the reaction product. The product is: [Cl:31][C:13]1[CH:12]=[C:11]([C:8]2[CH:7]=[CH:6][C:5]([C:3]([OH:4])=[O:2])=[CH:10][CH:9]=2)[CH:16]=[C:15]([Cl:17])[C:14]=1[CH2:18][N:19]1[CH2:23][CH2:22][CH:21]([CH:24]2[CH2:25][CH2:26][CH2:27][CH2:28][CH2:29]2)[C:20]1=[O:30]. (5) Given the reactants CN(C)/[CH:3]=[CH:4]/[C:5]([C:7]1[C:8](=[O:30])[O:9][C:10]2[C:15]([CH:16]=1)=[CH:14][CH:13]=[C:12]([N:17]1[CH2:22][CH2:21][N:20]([C:23]([O:25][C:26]([CH3:29])([CH3:28])[CH3:27])=[O:24])[CH2:19][CH2:18]1)[CH:11]=2)=O.Cl.[C:33]([NH2:36])(=[NH:35])[CH3:34].C([O-])([O-])=O.[K+].[K+].O, predict the reaction product. The product is: [C:26]([O:25][C:23]([N:20]1[CH2:19][CH2:18][N:17]([C:12]2[CH:11]=[C:10]3[C:15]([CH:16]=[C:7]([C:5]4[CH:4]=[CH:3][N:36]=[C:33]([CH3:34])[N:35]=4)[C:8](=[O:30])[O:9]3)=[CH:14][CH:13]=2)[CH2:22][CH2:21]1)=[O:24])([CH3:29])([CH3:28])[CH3:27]. (6) Given the reactants [Cl:1][C:2]1[CH:10]=[C:9]2[C:5]([C:6]([CH:11]=[O:12])=[CH:7][NH:8]2)=[CH:4][C:3]=1[C:13]1[CH:18]=[CH:17][C:16]([CH:19]2[CH2:23][CH2:22][N:21]([CH3:24])[CH2:20]2)=[CH:15][CH:14]=1.Cl([O-])=[O:26].[Na+].O.O.OP([O-])(O)=O.[Na+], predict the reaction product. The product is: [Cl:1][C:2]1[CH:10]=[C:9]2[C:5]([C:6]([C:11]([OH:26])=[O:12])=[CH:7][NH:8]2)=[CH:4][C:3]=1[C:13]1[CH:14]=[CH:15][C:16]([CH:19]2[CH2:23][CH2:22][N:21]([CH3:24])[CH2:20]2)=[CH:17][CH:18]=1. (7) Given the reactants [C:1]1([C:6]2[C:16]3[O:15][CH2:14][CH2:13][N:12]([C:17]([O:19][C:20]([CH3:23])([CH3:22])[CH3:21])=[O:18])[CH2:11][C:10]=3[CH:9]=[CH:8][CH:7]=2)[CH2:5][CH2:4][CH2:3][CH:2]=1, predict the reaction product. The product is: [CH:1]1([C:6]2[C:16]3[O:15][CH2:14][CH2:13][N:12]([C:17]([O:19][C:20]([CH3:23])([CH3:22])[CH3:21])=[O:18])[CH2:11][C:10]=3[CH:9]=[CH:8][CH:7]=2)[CH2:2][CH2:3][CH2:4][CH2:5]1. (8) Given the reactants [NH2:1][C:2]1[CH:14]=[C:13]([CH2:15][CH2:16][C:17]2[CH:22]=[CH:21][CH:20]=[CH:19][CH:18]=2)[CH:12]=[CH:11][C:3]=1[C:4]([O:6][C:7]([CH3:10])([CH3:9])[CH3:8])=[O:5].C1(P(C2CCCCC2)C2C=CC=CC=2C2C(C(C)C)=CC(C(C)C)=CC=2C(C)C)CCCCC1.C(=O)([O-])[O-].[Cs+].[Cs+].Br[C:64]1[CH:65]=[CH:66][C:67]2[O:71][CH:70]=[CH:69][C:68]=2[CH:72]=1, predict the reaction product. The product is: [O:71]1[C:67]2[CH:66]=[CH:65][C:64]([NH:1][C:2]3[CH:14]=[C:13]([CH2:15][CH2:16][C:17]4[CH:18]=[CH:19][CH:20]=[CH:21][CH:22]=4)[CH:12]=[CH:11][C:3]=3[C:4]([O:6][C:7]([CH3:10])([CH3:9])[CH3:8])=[O:5])=[CH:72][C:68]=2[CH:69]=[CH:70]1. (9) Given the reactants CS(O[CH:6]1[CH2:9][N:8]([C:10]([O:12][C:13]([CH3:16])([CH3:15])[CH3:14])=[O:11])[CH2:7]1)(=O)=O.[I-:17].[K+], predict the reaction product. The product is: [C:13]([O:12][C:10]([N:8]1[CH2:9][CH:6]([I:17])[CH2:7]1)=[O:11])([CH3:16])([CH3:15])[CH3:14].